This data is from Reaction yield outcomes from USPTO patents with 853,638 reactions. The task is: Predict the reaction yield, written as a fraction of the theoretical maximum amount of product (1.0 means a 100% yield; for example, 0.34 means a 34% yield). (1) The reactants are [CH2:1]([CH:3]([CH2:19][CH3:20])[CH:4]([NH2:18])[C:5]1[N:9]([CH2:10][C:11]2[CH:16]=[CH:15][C:14]([F:17])=[CH:13][CH:12]=2)[N:8]=[CH:7][N:6]=1)[CH3:2].CCN(CC)CC.[Cl:28][C:29]1[S:33][C:32]([S:34](Cl)(=[O:36])=[O:35])=[CH:31][CH:30]=1. The catalyst is C(Cl)Cl. The product is [Cl:28][C:29]1[S:33][C:32]([S:34]([NH:18][CH:4]([C:5]2[N:9]([CH2:10][C:11]3[CH:12]=[CH:13][C:14]([F:17])=[CH:15][CH:16]=3)[N:8]=[CH:7][N:6]=2)[CH:3]([CH2:1][CH3:2])[CH2:19][CH3:20])(=[O:36])=[O:35])=[CH:31][CH:30]=1. The yield is 0.600. (2) The reactants are O=O.[C:3]1([C:9]2[CH2:13][S:12][CH2:11][C:10]=2[C:14]([OH:16])=[O:15])[CH:8]=[CH:7][CH:6]=[CH:5][CH:4]=1.C(N(CC)CC)C.[H][H]. The catalyst is COC(C)(C)C.CO. The product is [C:3]1([CH:9]2[CH2:13][S:12][CH2:11][CH:10]2[C:14]([OH:16])=[O:15])[CH:4]=[CH:5][CH:6]=[CH:7][CH:8]=1. The yield is 0.600. (3) The reactants are Br[C:2]1[CH:3]=[C:4]([CH:8]=[CH:9][CH:10]=1)C(Cl)=O.C(Cl)(=O)C1C=CC=CC=1.Br[C:21]1[CH:39]=[CH:38][C:24]([C:25]([CH2:27][CH2:28][CH2:29][CH2:30][CH2:31][CH2:32][C:33]([O:35]CC)=O)=[O:26])=[CH:23][CH:22]=1.C(CCCCCCC(OCC)=O)(=O)C1C=CC=CC=1.[NH2:59][OH:60].Cl. The catalyst is C(N(CC)CC)C. The product is [OH:60][NH:59][C:33](=[O:35])[CH2:32][CH2:31][CH2:30][CH2:29][CH2:28][CH2:27][C:25]([C:24]1[CH:38]=[C:39]([C:10]2[CH:9]=[CH:8][CH:4]=[CH:3][CH:2]=2)[CH:21]=[CH:22][CH:23]=1)=[O:26]. The yield is 0.350. (4) The reactants are C([N:8](CC1C=CC=CC=1)[C:9]1[N:17]=[CH:16][N:15]=[C:14]2[C:10]=1[NH:11][C:12](=[O:32])[N:13]2[C:18]1[CH:19]=[C:20]([NH:24][C:25](=[O:31])[O:26][C:27]([CH3:30])([CH3:29])[CH3:28])[CH:21]=[CH:22][CH:23]=1)C1C=CC=CC=1.Cl. The catalyst is CO.[OH-].[OH-].[Pd+2]. The product is [NH2:8][C:9]1[N:17]=[CH:16][N:15]=[C:14]2[C:10]=1[NH:11][C:12](=[O:32])[N:13]2[C:18]1[CH:19]=[C:20]([NH:24][C:25](=[O:31])[O:26][C:27]([CH3:28])([CH3:30])[CH3:29])[CH:21]=[CH:22][CH:23]=1. The yield is 0.760. (5) The reactants are [C:1]([C:3]1[C:4]([O:13][CH2:14][CH2:15][OH:16])=[N:5][NH:6][C:7]=1[N:8]=[CH:9][N:10](C)C)#[N:2].[CH3:17][C:18]1[CH:19]=[C:20]([CH:22]=[CH:23][C:24]=1[O:25][CH2:26][C:27]1[CH:32]=[CH:31][CH:30]=[CH:29][CH:28]=1)N. No catalyst specified. The product is [CH2:26]([O:25][C:24]1[CH:23]=[CH:22][C:20]([NH:2][C:1]2[N:10]=[CH:9][N:8]=[C:7]3[NH:6][N:5]=[C:4]([O:13][CH2:14][CH2:15][OH:16])[C:3]=23)=[CH:19][C:18]=1[CH3:17])[C:27]1[CH:28]=[CH:29][CH:30]=[CH:31][CH:32]=1. The yield is 0.640. (6) The reactants are [CH3:1][O:2][CH2:3][CH:4]([NH:6][C:7]([C:9]1[CH:10]=[C:11]([C:22]2[CH:27]=[CH:26][C:25]([CH3:28])=[CH:24][CH:23]=2)[CH:12]=[C:13]([C:15](=[O:21])[CH:16]=[CH:17][N:18](C)C)[CH:14]=1)=[O:8])[CH3:5].OOS(N)(=O)=O. The catalyst is CO. The product is [CH3:1][O:2][CH2:3][CH:4]([NH:6][C:7]([C:9]1[CH:10]=[C:11]([C:22]2[CH:27]=[CH:26][C:25]([CH3:28])=[CH:24][CH:23]=2)[CH:12]=[C:13]([C:15]2[O:21][N:18]=[CH:17][CH:16]=2)[CH:14]=1)=[O:8])[CH3:5]. The yield is 0.500. (7) The reactants are O1CCCCC1[N:7]1[C:15]2[C:10](=[CH:11][C:12]([C:16]3[N:20]=[CH:19][N:18](C(C4C=CC=CC=4)(C4C=CC=CC=4)C4C=CC=CC=4)[N:17]=3)=[CH:13][CH:14]=2)[C:9]([C:40]2[CH:41]=[C:42]([NH:46][C:47](=[O:52])[CH2:48][CH2:49][CH2:50][CH3:51])[CH:43]=[CH:44][CH:45]=2)=[N:8]1. The catalyst is Cl.O1CCOCC1. The product is [NH:18]1[CH:19]=[N:20][C:16]([C:12]2[CH:11]=[C:10]3[C:15](=[CH:14][CH:13]=2)[NH:7][N:8]=[C:9]3[C:40]2[CH:41]=[C:42]([NH:46][C:47](=[O:52])[CH2:48][CH2:49][CH2:50][CH3:51])[CH:43]=[CH:44][CH:45]=2)=[N:17]1. The yield is 0.515. (8) The yield is 0.420. The catalyst is COCCOC.C(OCC)(=O)C. The reactants are [CH:1]([C:4]1[NH:5][C:6]([C:16]2[CH:21]=[CH:20][CH:19]=[C:18](B3OC(C)(C)C(C)(C)O3)[CH:17]=2)=[C:7]([C:9]2[CH:14]=[CH:13][CH:12]=[C:11]([CH3:15])[N:10]=2)[N:8]=1)([CH3:3])[CH3:2].[C:31]([C:33]1[CH:38]=[CH:37][C:36](Br)=[CH:35][N:34]=1)#N.[OH2:40].[C:41](#[N:43])C. The product is [CH:1]([C:4]1[NH:5][C:6]([C:16]2[CH:17]=[C:18]([C:36]3[CH:37]=[CH:38][C:33]([CH2:31][C:41]([NH2:43])=[O:40])=[N:34][CH:35]=3)[CH:19]=[CH:20][CH:21]=2)=[C:7]([C:9]2[CH:14]=[CH:13][CH:12]=[C:11]([CH3:15])[N:10]=2)[N:8]=1)([CH3:3])[CH3:2]. (9) The reactants are [CH:1]1([N:4]2[CH2:9][CH2:8][N:7]3[N:10]=[C:11]([N+:13]([O-])=O)[CH:12]=[C:6]3[CH2:5]2)[CH2:3][CH2:2]1.[NH4+].[Cl-]. The catalyst is C(O)C.O.[Fe]. The product is [CH:1]1([N:4]2[CH2:9][CH2:8][N:7]3[N:10]=[C:11]([NH2:13])[CH:12]=[C:6]3[CH2:5]2)[CH2:3][CH2:2]1. The yield is 0.750.